Dataset: Full USPTO retrosynthesis dataset with 1.9M reactions from patents (1976-2016). Task: Predict the reactants needed to synthesize the given product. (1) Given the product [CH:15]1([CH:6]2[C:7]3[C:12](=[CH:11][CH:10]=[CH:9][CH:8]=3)[CH2:13][CH2:14][N:5]2[C:1](=[O:4])[CH2:2][CH2:3][NH:22][CH2:23][C:24]2([OH:30])[CH2:29][CH2:28][CH2:27][CH2:26][CH2:25]2)[CH2:20][CH2:19][CH2:18][CH2:17][CH2:16]1, predict the reactants needed to synthesize it. The reactants are: [C:1]([N:5]1[CH2:14][CH2:13][C:12]2[C:7](=[CH:8][CH:9]=[CH:10][CH:11]=2)[CH:6]1[CH:15]1[CH2:20][CH2:19][CH2:18][CH2:17][CH2:16]1)(=[O:4])[CH:2]=[CH2:3].Cl.[NH2:22][CH2:23][C:24]1([OH:30])[CH2:29][CH2:28][CH2:27][CH2:26][CH2:25]1.C(N(CC)CC)C. (2) The reactants are: [F:1][C:2]1[CH:19]=[C:18](I)[CH:17]=[CH:16][C:3]=1[NH:4][C:5]1[C:6]([C:13]([NH2:15])=[O:14])=[CH:7][N:8]([CH3:12])[C:9](=[O:11])[CH:10]=1.[CH2:21]([OH:24])[C:22]#[CH:23]. Given the product [F:1][C:2]1[CH:19]=[C:18]([C:23]#[C:22][CH2:21][OH:24])[CH:17]=[CH:16][C:3]=1[NH:4][C:5]1[C:6]([C:13]([NH2:15])=[O:14])=[CH:7][N:8]([CH3:12])[C:9](=[O:11])[CH:10]=1, predict the reactants needed to synthesize it. (3) Given the product [Cl:6][C:7]1[CH:8]=[CH:9][C:10]([S:37]([CH2:40][CH3:41])(=[O:38])=[O:39])=[C:11]([CH:36]=1)[CH2:12][N:13]1[C:22](=[O:23])[C:21]2[C:16](=[CH:17][C:18]([CH2:28][N:29]3[CH2:34][CH2:33][N:32]([S:2]([CH3:1])(=[O:4])=[O:3])[CH2:31][CH2:30]3)=[C:19]([C:24]([F:27])([F:25])[F:26])[CH:20]=2)[NH:15][C:14]1=[O:35], predict the reactants needed to synthesize it. The reactants are: [CH3:1][S:2](Cl)(=[O:4])=[O:3].[Cl:6][C:7]1[CH:8]=[CH:9][C:10]([S:37]([CH2:40][CH3:41])(=[O:39])=[O:38])=[C:11]([CH:36]=1)[CH2:12][N:13]1[C:22](=[O:23])[C:21]2[C:16](=[CH:17][C:18]([CH2:28][N:29]3[CH2:34][CH2:33][NH:32][CH2:31][CH2:30]3)=[C:19]([C:24]([F:27])([F:26])[F:25])[CH:20]=2)[NH:15][C:14]1=[O:35]. (4) Given the product [CH2:10]([N:1]1[C:9]2[C:4](=[N:5][CH:6]=[CH:7][CH:8]=2)[CH:3]=[CH:2]1)[CH2:11][C:12]1[CH:17]=[CH:16][CH:15]=[CH:14][CH:13]=1, predict the reactants needed to synthesize it. The reactants are: [NH:1]1[C:9]2[C:4](=[N:5][CH:6]=[CH:7][CH:8]=2)[CH:3]=[CH:2]1.[CH2:10](Br)[CH2:11][C:12]1[CH:17]=[CH:16][CH:15]=[CH:14][CH:13]=1. (5) Given the product [NH2:11][C@H:12]([C:14]([NH:44][C@H:45]([C:51]([OH:53])=[O:52])[CH2:46][CH2:47][C:48](=[O:50])[NH2:49])=[O:15])[CH3:13], predict the reactants needed to synthesize it. The reactants are: C([NH:11][C@H:12]([C:14](O)=[O:15])[CH3:13])(OCC1C=CC=CC=1)=O.C1(P(C2C=CC=CC=2)C2C=CC=CC=2)C=CC=CC=1.ClC(Cl)(Cl)C(Cl)(Cl)Cl.[NH2:44][C@H:45]([C:51]([OH:53])=[O:52])[CH2:46][CH2:47][C:48](=[O:50])[NH2:49].[OH-].[Na+].Cl. (6) Given the product [C:1]([O:5][C:6]([N:8]1[CH2:13][CH2:12][N:11]([C:14]2[CH:19]=[CH:18][C:17]([NH:20][C:47]([NH:46][C:36]3[N:37]([C:39]4[CH:44]=[CH:43][C:42]([CH3:45])=[CH:41][CH:40]=4)[N:38]=[C:34]([C:30]([CH3:33])([CH3:32])[CH3:31])[CH:35]=3)=[O:48])=[CH:16][N:15]=2)[CH2:10][CH2:9]1)=[O:7])([CH3:4])([CH3:2])[CH3:3], predict the reactants needed to synthesize it. The reactants are: [C:1]([O:5][C:6]([N:8]1[CH2:13][CH2:12][N:11]([C:14]2[CH:19]=[CH:18][C:17]([NH2:20])=[CH:16][N:15]=2)[CH2:10][CH2:9]1)=[O:7])([CH3:4])([CH3:3])[CH3:2].C(N(C(C)C)CC)(C)C.[C:30]([C:34]1[CH:35]=[C:36]([NH:46][C:47](=O)[O:48]CC(Cl)(Cl)Cl)[N:37]([C:39]2[CH:44]=[CH:43][C:42]([CH3:45])=[CH:41][CH:40]=2)[N:38]=1)([CH3:33])([CH3:32])[CH3:31].CCOC(C)=O.